This data is from Forward reaction prediction with 1.9M reactions from USPTO patents (1976-2016). The task is: Predict the product of the given reaction. (1) Given the reactants [C:1]1([C:7]2[N:12]=[N:11][C:10]([NH2:13])=[CH:9][CH:8]=2)[CH:6]=[CH:5][CH:4]=[CH:3][CH:2]=1.C([O-])(O)=O.[Na+].[Br:19]Br, predict the reaction product. The product is: [Br:19][C:9]1[CH:8]=[C:7]([C:1]2[CH:2]=[CH:3][CH:4]=[CH:5][CH:6]=2)[N:12]=[N:11][C:10]=1[NH2:13]. (2) Given the reactants Cl.[NH2:2][CH2:3][C:4]1[CH:9]=[C:8]([F:10])[C:7]([NH:11][S:12]([CH3:15])(=[O:14])=[O:13])=[C:6]([C:16]#[CH:17])[CH:5]=1.[N:18]1([C:23]2[C:28]([CH:29]=[CH:30][C:31](O)=[O:32])=[CH:27][CH:26]=[C:25]([C:34]([F:37])([F:36])[F:35])[N:24]=2)[CH2:22][CH2:21][CH2:20][CH2:19]1, predict the reaction product. The product is: [C:16]([C:6]1[CH:5]=[C:4]([CH:9]=[C:8]([F:10])[C:7]=1[NH:11][S:12]([CH3:15])(=[O:14])=[O:13])[CH2:3][NH:2][C:31](=[O:32])[CH:30]=[CH:29][C:28]1[C:23]([N:18]2[CH2:22][CH2:21][CH2:20][CH2:19]2)=[N:24][C:25]([C:34]([F:37])([F:35])[F:36])=[CH:26][CH:27]=1)#[CH:17]. (3) Given the reactants [Cl:1][C:2]1[C:3]([O:9][CH:10]2[CH2:15][CH2:14][N:13]([C:16]([O:18][C:19]([CH3:22])([CH3:21])[CH3:20])=[O:17])[CH2:12][CH2:11]2)=[CH:4][C:5](=[O:8])[NH:6][CH:7]=1.N1C=CC=CC=1.[OH-].[CH2:30]([N+:34]([CH2:43][CH2:44][CH2:45][CH3:46])([CH2:39][CH2:40][CH2:41][CH3:42])[CH2:35][CH2:36][CH2:37][CH3:38])[CH2:31][CH2:32][CH3:33], predict the reaction product. The product is: [C:19]([O:18][C:16]([N:13]1[CH2:14][CH2:15][CH:10]([O:9][C:3]2[C:2]([Cl:1])=[CH:7][N:6]=[C:5]([O-:8])[CH:4]=2)[CH2:11][CH2:12]1)=[O:17])([CH3:22])([CH3:20])[CH3:21].[CH2:43]([N+:34]([CH2:30][CH2:31][CH2:32][CH3:33])([CH2:35][CH2:36][CH2:37][CH3:38])[CH2:39][CH2:40][CH2:41][CH3:42])[CH2:44][CH2:45][CH3:46]. (4) Given the reactants CC1C=CC=CC=1NCCNC(=O)OC(C)(C)C.[OH-].[Na+].[C:21]1([NH:31][CH2:32][CH2:33][NH:34][C:35](=[O:44])[O:36][CH2:37][C:38]2[CH:43]=[CH:42][CH:41]=[CH:40][CH:39]=2)[C:30]2[C:25](=[CH:26][CH:27]=[CH:28][CH:29]=2)[CH:24]=[CH:23][CH:22]=1.[Br:45][CH2:46][C:47](Br)=[O:48], predict the reaction product. The product is: [Br:45][CH2:46][C:47]([N:31]([C:21]1[C:30]2[C:25](=[CH:26][CH:27]=[CH:28][CH:29]=2)[CH:24]=[CH:23][CH:22]=1)[CH2:32][CH2:33][NH:34][C:35](=[O:44])[O:36][CH2:37][C:38]1[CH:43]=[CH:42][CH:41]=[CH:40][CH:39]=1)=[O:48]. (5) Given the reactants [NH:1]1[CH2:6][CH2:5][O:4][CH2:3][CH2:2]1.Br[CH2:8][CH2:9][CH2:10][CH2:11][O:12][C:13]1[C:14]([O:33][CH3:34])=[CH:15][CH:16]=[C:17]2[C:22]=1[O:21][C:20](=[O:23])[CH:19]=[C:18]2[NH:24][C:25]1[C:30]([Cl:31])=[CH:29][N:28]=[CH:27][C:26]=1[Cl:32], predict the reaction product. The product is: [Cl:32][C:26]1[CH:27]=[N:28][CH:29]=[C:30]([Cl:31])[C:25]=1[NH:24][C:18]1[C:17]2[C:22](=[C:13]([O:12][CH2:11][CH2:10][CH2:9][CH2:8][N:1]3[CH2:6][CH2:5][O:4][CH2:3][CH2:2]3)[C:14]([O:33][CH3:34])=[CH:15][CH:16]=2)[O:21][C:20](=[O:23])[CH:19]=1.